Dataset: Catalyst prediction with 721,799 reactions and 888 catalyst types from USPTO. Task: Predict which catalyst facilitates the given reaction. (1) Product: [CH:13]1([CH2:12][C@H:7]([N:6]2[C:4](=[O:5])[C:3]3[C:2](=[CH:22][CH:21]=[CH:20][CH:19]=3)[N:1]=[CH:24]2)[C:8]([O:10][CH3:11])=[O:9])[CH2:14][CH2:15][CH2:16][CH2:17][CH2:18]1. The catalyst class is: 38. Reactant: [NH2:1][C:2]1[CH:22]=[CH:21][CH:20]=[CH:19][C:3]=1[C:4]([NH:6][C@@H:7]([CH2:12][CH:13]1[CH2:18][CH2:17][CH2:16][CH2:15][CH2:14]1)[C:8]([O:10][CH3:11])=[O:9])=[O:5].Cl.[CH3:24]N1C(=O)CCC1. (2) Reactant: [Cl:1][C:2]1[CH:7]=[CH:6][C:5]([CH2:8][C:9]#[N:10])=[CH:4][CH:3]=1.[OH-].[Na+].[CH2:13]([OH:15])C. Product: [Cl:1][C:2]1[CH:7]=[CH:6][C:5]([C:8](=[CH:13][OH:15])[C:9]#[N:10])=[CH:4][CH:3]=1. The catalyst class is: 28. (3) Product: [CH:2]([C:6]1[S:10][CH:9]=[C:8]([CH:11]2[C:20]3[C:15](=[CH:16][CH:17]=[CH:18][CH:19]=3)[CH2:14][CH2:13][N:12]2[C:21]([O:23][C:24]([CH3:27])([CH3:26])[CH3:25])=[O:22])[CH:7]=1)=[O:1]. Reactant: [O:1]1CCO[CH:2]1[C:6]1[S:10][CH:9]=[C:8]([CH:11]2[C:20]3[C:15](=[CH:16][CH:17]=[CH:18][CH:19]=3)[CH2:14][CH2:13][N:12]2[C:21]([O:23][C:24]([CH3:27])([CH3:26])[CH3:25])=[O:22])[CH:7]=1. The catalyst class is: 21.